Dataset: Forward reaction prediction with 1.9M reactions from USPTO patents (1976-2016). Task: Predict the product of the given reaction. (1) Given the reactants [OH:1][C:2]1[CH:3]=[C:4]([CH:8]=[C:9]([OH:12])[C:10]=1[OH:11])[C:5]([OH:7])=[O:6].C(O[C:17](=[O:19])[CH3:18])(=O)C.N1[CH:25]=[CH:24]C=CC=1.C(O)=[O:27].[C:29](OCC)(=[O:31])[CH3:30], predict the reaction product. The product is: [C:29]([O:1][C:2]1[CH:3]=[C:4]([CH:8]=[C:9]([O:12][C:17](=[O:19])[CH3:18])[C:10]=1[O:11][C:24](=[O:27])[CH3:25])[C:5]([OH:7])=[O:6])(=[O:31])[CH3:30]. (2) Given the reactants C(OC([N:11]1[CH2:16][CH2:15][CH:14]([C:17]([NH:19][C:20]2[S:21][C:22]([N:30]3[CH2:35][CH2:34][O:33][CH2:32][CH2:31]3)=[C:23]([C:25]3[O:26][CH:27]=[CH:28][CH:29]=3)[N:24]=2)=[O:18])[CH2:13][CH2:12]1)=O)C1C=CC=CC=1.CSC.N, predict the reaction product. The product is: [O:26]1[CH:27]=[CH:28][CH:29]=[C:25]1[C:23]1[N:24]=[C:20]([NH:19][C:17]([CH:14]2[CH2:15][CH2:16][NH:11][CH2:12][CH2:13]2)=[O:18])[S:21][C:22]=1[N:30]1[CH2:35][CH2:34][O:33][CH2:32][CH2:31]1.